Dataset: Acute oral toxicity (LD50) regression data from Zhu et al.. Task: Regression/Classification. Given a drug SMILES string, predict its toxicity properties. Task type varies by dataset: regression for continuous values (e.g., LD50, hERG inhibition percentage) or binary classification for toxic/non-toxic outcomes (e.g., AMES mutagenicity, cardiotoxicity, hepatotoxicity). Dataset: ld50_zhu. (1) The compound is CCCC(=O)OCN(C)N=O. The rat oral LD50 is 2.30, given as -log10 of the dose in mol/kg body weight (higher means more acutely toxic). (2) The compound is COP(=S)(OC)SCN1C(=O)CCC1=O. The rat oral LD50 is 4.58, given as -log10 of the dose in mol/kg body weight (higher means more acutely toxic).